This data is from Reaction yield outcomes from USPTO patents with 853,638 reactions. The task is: Predict the reaction yield, written as a fraction of the theoretical maximum amount of product (1.0 means a 100% yield; for example, 0.34 means a 34% yield). The reactants are [N+:1]([C:4]1[CH:5]=[C:6]2[C:10](=[CH:11][CH:12]=1)[NH:9][C:8](=[O:13])[C:7]2=[O:14])([O-:3])=[O:2].[H-].[Na+].Br[CH2:18][C:19]([O:21][CH3:22])=[O:20].Cl. The catalyst is CN(C=O)C.C(OCC)(=O)C. The product is [N+:1]([C:4]1[CH:5]=[C:6]2[C:10](=[CH:11][CH:12]=1)[N:9]([CH2:18][C:19]([O:21][CH3:22])=[O:20])[C:8](=[O:13])[C:7]2=[O:14])([O-:3])=[O:2]. The yield is 0.710.